The task is: Predict the product of the given reaction.. This data is from Forward reaction prediction with 1.9M reactions from USPTO patents (1976-2016). (1) Given the reactants [CH3:1][C:2]1[CH:7]=[C:6]([C:8]([O:10]C)=[O:9])[CH:5]=[CH:4][C:3]=1[C:12]1[CH:17]=[CH:16][CH:15]=[CH:14][C:13]=1[CH3:18].O1CCCC1.[OH-].[Na+].Cl, predict the reaction product. The product is: [CH3:1][C:2]1[CH:7]=[C:6]([C:8]([OH:10])=[O:9])[CH:5]=[CH:4][C:3]=1[C:12]1[CH:17]=[CH:16][CH:15]=[CH:14][C:13]=1[CH3:18]. (2) Given the reactants [CH3:1][O:2][C:3](=[O:14])[CH2:4][C:5]1[CH:10]=[CH:9][C:8]([C:11]#[N:12])=[CH:7][C:6]=1[CH3:13].C([O-])(O)=O.[Na+].[NH2:20][OH:21].Cl, predict the reaction product. The product is: [CH3:1][O:2][C:3](=[O:14])[CH2:4][C:5]1[CH:10]=[CH:9][C:8]([C:11](=[NH:12])[NH:20][OH:21])=[CH:7][C:6]=1[CH3:13]. (3) Given the reactants [CH2:1]1[CH2:6][CH2:5][C:4]([CH2:11][NH2:12])([CH2:7][C:8]([OH:10])=[O:9])[CH2:3][CH2:2]1.C(N([CH2:18][CH3:19])CC)C.[CH3:20][Si](Cl)(C)C.Cl[C:26]([O-:28])=[O:27].Cl[CH2:30][Cl:31], predict the reaction product. The product is: [Cl:31][CH:30]([O:28][C:26]([NH:12][CH2:11][C:4]1([CH2:7][C:8]([OH:10])=[O:9])[CH2:3][CH2:2][CH2:1][CH2:6][CH2:5]1)=[O:27])[CH2:20][CH2:18][CH3:19]. (4) Given the reactants C1O[C:4]2([CH:9]3[CH2:10][CH2:11][CH:5]2[CH2:6][CH:7]([N:12]2[CH2:17][CH2:16][N:15]([CH2:18][C:19]4[CH:24]=[CH:23][CH:22]=[CH:21][CH:20]=4)[CH2:14][CH2:13]2)[CH2:8]3)[O:3]C1.Cl.[Li][CH3:28].O, predict the reaction product. The product is: [CH2:18]([N:15]1[CH2:16][CH2:17][N:12]([CH:7]2[CH2:6][CH:5]3[C:4]([CH3:28])([OH:3])[CH:9]([CH2:10][CH2:11]3)[CH2:8]2)[CH2:13][CH2:14]1)[C:19]1[CH:24]=[CH:23][CH:22]=[CH:21][CH:20]=1. (5) Given the reactants [OH:1][C:2]1[CH:9]=[C:8]2[C:5]([CH2:6][C:7]2([CH2:12][CH2:13][CH2:14][O:15][CH:16]2[CH2:21][CH2:20][CH2:19][CH2:18][O:17]2)[C:10]#[N:11])=[CH:4][C:3]=1[O:22][CH3:23].CCN(CC)CC.[Si:31](OS(C(F)(F)F)(=O)=O)([CH:38]([CH3:40])[CH3:39])([CH:35]([CH3:37])[CH3:36])[CH:32]([CH3:34])[CH3:33], predict the reaction product. The product is: [O:17]1[CH2:18][CH2:19][CH2:20][CH2:21][CH:16]1[O:15][CH2:14][CH2:13][CH2:12][C:7]1([C:10]#[N:11])[CH2:6][C:5]2[C:8]1=[CH:9][C:2]([O:1][Si:31]([CH:38]([CH3:40])[CH3:39])([CH:35]([CH3:37])[CH3:36])[CH:32]([CH3:34])[CH3:33])=[C:3]([O:22][CH3:23])[CH:4]=2. (6) Given the reactants [C:1]([O:5][C:6]([N:8]1[CH2:13][CH2:12][N:11]([C:14]([O:16][C:17]([CH3:20])([CH3:19])[CH3:18])=[O:15])[CH2:10][CH:9]1[CH2:21][CH:22]=O)=[O:7])([CH3:4])([CH3:3])[CH3:2].[S:24]1[CH:28]=[CH:27][CH:26]=[C:25]1[CH2:29][PH3+].C1CCN2C(=NCCC2)CC1, predict the reaction product. The product is: [C:1]([O:5][C:6]([N:8]1[CH2:13][CH2:12][N:11]([C:14]([O:16][C:17]([CH3:20])([CH3:19])[CH3:18])=[O:15])[CH2:10][CH:9]1[CH2:21][CH:22]=[CH:29][C:25]1[S:24][CH:28]=[CH:27][CH:26]=1)=[O:7])([CH3:4])([CH3:3])[CH3:2]. (7) The product is: [F:1][C:2]([F:7])([F:6])[C:3]([OH:5])=[O:4].[O:35]1[CH2:36][CH2:37][CH:38]([CH2:41][O:42][C:43]2[N:48]=[N:47][C:46]([N:49]3[CH2:50][C:51]4[CH2:56][N:55]([C:57]([C:59]5[CH:64]=[CH:63][CH:62]=[CH:61][C:60]=5[C:65]([F:68])([F:67])[F:66])=[O:58])[CH2:54][C:52]=4[CH2:53]3)=[CH:45][CH:44]=2)[CH2:39][CH2:40]1. Given the reactants [F:1][C:2]([F:7])([F:6])[C:3]([OH:5])=[O:4].C1C2CNCC=2CN1C(C1C=CC=CC=1C(F)(F)F)=O.FC(F)(F)C(O)=O.[O:35]1[CH2:40][CH2:39][CH:38]([CH2:41][O:42][C:43]2[N:48]=[N:47][C:46]([N:49]3[CH2:53][C:52]4[CH2:54][N:55]([C:57]([C:59]5[CH:64]=[CH:63][CH:62]=[CH:61][C:60]=5[C:65]([F:68])([F:67])[F:66])=[O:58])[CH2:56][C:51]=4[CH2:50]3)=[CH:45][CH:44]=2)[CH2:37][CH2:36]1.ClC1N=NC(OCC2CCOCC2)=CC=1, predict the reaction product. (8) Given the reactants [CH2:1]([C:8]1[CH:13]=[C:12]([CH3:14])[N:11]=[C:10](Cl)[N:9]=1)[C:2]1[CH:7]=[CH:6][CH:5]=[CH:4][CH:3]=1.[F:16][C:17]1[CH:18]=[C:19]([NH2:29])[CH:20]=[CH:21][C:22]=1[N:23]1[C:27]([CH3:28])=[N:26][CH:25]=[N:24]1, predict the reaction product. The product is: [CH2:1]([C:8]1[CH:13]=[C:12]([CH3:14])[N:11]=[C:10]([NH:29][C:19]2[CH:20]=[CH:21][C:22]([N:23]3[C:27]([CH3:28])=[N:26][CH:25]=[N:24]3)=[C:17]([F:16])[CH:18]=2)[N:9]=1)[C:2]1[CH:7]=[CH:6][CH:5]=[CH:4][CH:3]=1.